From a dataset of Full USPTO retrosynthesis dataset with 1.9M reactions from patents (1976-2016). Predict the reactants needed to synthesize the given product. (1) The reactants are: [CH2:1]([O:8][C:9]1[CH:10]=[C:11]2[C:15](=[CH:16][CH:17]=1)[N:14]([CH3:18])[C:13]([C:19]([NH:21][CH3:22])=O)=[CH:12]2)[C:2]1[CH:7]=[CH:6][CH:5]=[CH:4][CH:3]=1.CNC(C1N(C)C2C(C=1)=CC=CC=2)=O. Given the product [CH2:1]([O:8][C:9]1[CH:10]=[C:11]2[C:15](=[CH:16][CH:17]=1)[N:14]([CH3:18])[C:13]([CH2:19][NH:21][CH3:22])=[CH:12]2)[C:2]1[CH:3]=[CH:4][CH:5]=[CH:6][CH:7]=1, predict the reactants needed to synthesize it. (2) Given the product [CH3:9][C:10]1([CH3:15])[O:5][CH2:4][CH:3]([CH2:6][CH2:7][OH:8])[CH2:2][O:1]1, predict the reactants needed to synthesize it. The reactants are: [OH:1][CH2:2][CH:3]([CH2:6][CH2:7][OH:8])[CH2:4][OH:5].[CH3:9][C:10]1C=CC(S(O)(=O)=O)=C[CH:15]=1.C(N(CC)CC)C. (3) Given the product [Cl:37][C:29]1[CH:28]=[C:27]([C:25]2[O:24][N:23]=[C:22]([C:14]3[CH:13]=[CH:12][C:11]([CH2:3][CH2:4][C:5]([O:7][CH2:8][CH3:9])=[O:6])=[C:19]4[C:15]=3[CH:16]=[CH:17][N:18]4[CH2:20][CH3:21])[N:26]=2)[CH:32]=[CH:31][C:30]=1[O:33][CH:34]([CH3:36])[CH3:35], predict the reactants needed to synthesize it. The reactants are: Br[Zn][CH2:3][CH2:4][C:5]([O:7][CH2:8][CH3:9])=[O:6].Br[C:11]1[CH:12]=[CH:13][C:14]([C:22]2[N:26]=[C:25]([C:27]3[CH:32]=[CH:31][C:30]([O:33][CH:34]([CH3:36])[CH3:35])=[C:29]([Cl:37])[CH:28]=3)[O:24][N:23]=2)=[C:15]2[C:19]=1[N:18]([CH2:20][CH3:21])[CH:17]=[CH:16]2.C([O-])([O-])=O.[Cs+].[Cs+]. (4) Given the product [CH3:12][C:8]1[C:6]2[N:7]=[C:2]([C:33]3[CH:34]=[N:35][CH:36]=[N:37][CH:38]=3)[N:3]=[C:4]([N:13]3[CH2:18][CH2:17][O:16][CH2:15][CH2:14]3)[C:5]=2[S:10][C:9]=1[C:27]1[CH:26]=[CH:25][CH:24]=[C:23]([S:20]([CH3:19])(=[O:22])=[O:21])[CH:28]=1, predict the reactants needed to synthesize it. The reactants are: Cl[C:2]1[N:3]=[C:4]([N:13]2[CH2:18][CH2:17][O:16][CH2:15][CH2:14]2)[C:5]2[S:10][C:9](I)=[C:8]([CH3:12])[C:6]=2[N:7]=1.[CH3:19][S:20]([C:23]1[CH:24]=[C:25](B(O)O)[CH:26]=[CH:27][CH:28]=1)(=[O:22])=[O:21].B(O)(O)[C:33]1[CH:38]=[N:37][CH:36]=[N:35][CH:34]=1. (5) Given the product [C:16]([CH2:15][CH2:14][O:13][C:11]([C:10]1[CH:9]([C:4]2[CH:5]=[CH:6][C:7]([F:8])=[C:2]([F:1])[CH:3]=2)[NH:32][C:30]([O:29][CH3:28])=[N:31][C:18]=1[CH2:19][O:20][CH3:21])=[O:12])#[N:17], predict the reactants needed to synthesize it. The reactants are: [F:1][C:2]1[CH:3]=[C:4]([CH:9]=[C:10]([C:18](=O)[CH2:19][O:20][CH3:21])[C:11]([O:13][CH2:14][CH2:15][C:16]#[N:17])=[O:12])[CH:5]=[CH:6][C:7]=1[F:8].S(O)(O)(=O)=O.[CH3:28][O:29][C:30](=[NH:32])[NH2:31].[CH3:28][O:29][C:30](=[NH:32])[NH2:31].CN(C1C=CC=CN=1)C. (6) Given the product [NH2:22][C:17]1[CH:18]=[N:19][CH:20]=[CH:21][C:16]=1[C@@H:5]1[CH2:6][C@H:7]([NH:8][C:9](=[O:15])[O:10][C:11]([CH3:14])([CH3:13])[CH3:12])[C@H:2]([O:1][CH3:26])[C@H:3]([CH3:25])[CH2:4]1.[NH2:22][C:17]1[CH:18]=[N:19][CH:20]=[CH:21][C:16]=1[C@H:5]1[CH2:6][C@@H:7]([NH:8][C:9](=[O:15])[O:10][C:11]([CH3:14])([CH3:13])[CH3:12])[C@@H:2]([O:1][CH3:26])[C@@H:3]([CH3:25])[CH2:4]1, predict the reactants needed to synthesize it. The reactants are: [OH:1][C@@H:2]1[C@H:7]([NH:8][C:9](=[O:15])[O:10][C:11]([CH3:14])([CH3:13])[CH3:12])[CH:6]=[C:5]([C:16]2[CH:21]=[CH:20][N:19]=[CH:18][C:17]=2[N+:22]([O-])=O)[CH2:4][C@@H:3]1[CH3:25].[CH3:26]C(O)C. (7) Given the product [CH3:14][O:13][C:10]1[CH:11]=[CH:12][C:7]([C:5]2[NH:4][N:3]=[C:2]([NH:1][C:28](=[O:38])[C:29]3[CH:37]=[CH:36][C:32]([C:33]([NH:15][C:16]4[CH:20]=[C:19]([C:21]5[CH:26]=[CH:25][C:24]([CH3:27])=[CH:23][CH:22]=5)[NH:18][N:17]=4)=[O:34])=[CH:31][CH:30]=3)[CH:6]=2)=[CH:8][CH:9]=1, predict the reactants needed to synthesize it. The reactants are: [NH2:1][C:2]1[CH:6]=[C:5]([C:7]2[CH:12]=[CH:11][C:10]([O:13][CH3:14])=[CH:9][CH:8]=2)[NH:4][N:3]=1.[NH2:15][C:16]1[CH:20]=[C:19]([C:21]2[CH:26]=[CH:25][C:24]([CH3:27])=[CH:23][CH:22]=2)[NH:18][N:17]=1.[C:28](O)(=[O:38])[C:29]1[CH:37]=[CH:36][C:32]([C:33](O)=[O:34])=[CH:31][CH:30]=1.